From a dataset of Full USPTO retrosynthesis dataset with 1.9M reactions from patents (1976-2016). Predict the reactants needed to synthesize the given product. (1) Given the product [CH3:22][O:23][C:24]1[CH:25]=[C:26]([C:2]2[C:7]([NH:8][C:9](=[O:21])[C:10](=[N:18][O:19][CH3:20])[C:11]3[CH:16]=[CH:15][C:14]([Cl:17])=[CH:13][CH:12]=3)=[CH:6][CH:5]=[CH:4][N:3]=2)[CH:27]=[CH:28][C:29]=1[O:30][CH3:31], predict the reactants needed to synthesize it. The reactants are: Cl[C:2]1[C:7]([NH:8][C:9](=[O:21])[C:10](=[N:18][O:19][CH3:20])[C:11]2[CH:16]=[CH:15][C:14]([Cl:17])=[CH:13][CH:12]=2)=[CH:6][CH:5]=[CH:4][N:3]=1.[CH3:22][O:23][C:24]1[CH:25]=[C:26](B(O)O)[CH:27]=[CH:28][C:29]=1[O:30][CH3:31].O.P([O-])([O-])([O-])=O.[K+].[K+].[K+]. (2) The reactants are: [CH3:1][C:2]1[CH:7]=[C:6]([C:8]2[CH:13]=[CH:12][C:11]([CH2:14][C:15]([NH:17][C:18]3[CH:23]=[CH:22][C:21]([N:24]4[CH2:29][CH2:28][NH:27][CH2:26][CH2:25]4)=[CH:20][N:19]=3)=[O:16])=[CH:10][CH:9]=2)[CH:5]=[CH:4][N:3]=1.Br[CH2:31][C:32]#[N:33].C(=O)([O-])[O-].[K+].[K+].O. Given the product [C:32]([CH2:31][N:27]1[CH2:28][CH2:29][N:24]([C:21]2[CH:22]=[CH:23][C:18]([NH:17][C:15](=[O:16])[CH2:14][C:11]3[CH:12]=[CH:13][C:8]([C:6]4[CH:5]=[CH:4][N:3]=[C:2]([CH3:1])[CH:7]=4)=[CH:9][CH:10]=3)=[N:19][CH:20]=2)[CH2:25][CH2:26]1)#[N:33], predict the reactants needed to synthesize it. (3) Given the product [CH2:17]([C:6]1([CH2:5][CH2:4][CH2:3][CH2:2][N:29]2[CH2:28][CH2:27][N:26]([C:23]3[CH:22]=[CH:21][C:20]([F:19])=[CH:25][CH:24]=3)[CH2:31][CH2:30]2)[C:14]2[C:9](=[CH:10][CH:11]=[C:12]([CH3:15])[CH:13]=2)[NH:8][C:7]1=[O:16])[CH3:18], predict the reactants needed to synthesize it. The reactants are: Cl[CH2:2][CH2:3][CH2:4][CH2:5][C:6]1([CH2:17][CH3:18])[C:14]2[C:9](=[CH:10][CH:11]=[C:12]([CH3:15])[CH:13]=2)[NH:8][C:7]1=[O:16].[F:19][C:20]1[CH:25]=[CH:24][C:23]([N:26]2[CH2:31][CH2:30][NH:29][CH2:28][CH2:27]2)=[CH:22][CH:21]=1. (4) Given the product [NH:1]([C:8]1[CH:16]=[C:15]([O:17][CH3:18])[CH:14]=[CH:13][C:9]=1[C:10]([NH:24][CH3:22])=[O:11])[C:2]1[CH:7]=[CH:6][CH:5]=[CH:4][CH:3]=1, predict the reactants needed to synthesize it. The reactants are: [NH:1]([C:8]1[CH:16]=[C:15]([O:17][CH3:18])[CH:14]=[CH:13][C:9]=1[C:10](O)=[O:11])[C:2]1[CH:7]=[CH:6][CH:5]=[CH:4][CH:3]=1.Cl.CN.[CH2:22]([N:24](CC)CC)C.C1C=CC2N(O)N=NC=2C=1.